Dataset: Full USPTO retrosynthesis dataset with 1.9M reactions from patents (1976-2016). Task: Predict the reactants needed to synthesize the given product. (1) Given the product [CH2:13]([C:17]1[N:18]=[C:19]([CH3:48])[N:20]([C:39]2[CH:44]=[CH:43][C:42]([O:45][CH3:46])=[C:41]([F:47])[CH:40]=2)[C:21](=[O:38])[C:22]=1[CH2:23][C:24]1[CH:25]=[CH:26][C:27]([C:30]2[CH:35]=[CH:34][CH:33]=[CH:32][C:31]=2[C:36]2[NH:3][C:4](=[O:7])[O:5][N:37]=2)=[CH:28][CH:29]=1)[CH2:14][CH2:15][CH3:16], predict the reactants needed to synthesize it. The reactants are: [Cl-].O[NH3+:3].[C:4](=[O:7])([O-])[OH:5].[Na+].CS(C)=O.[CH2:13]([C:17]1[N:18]=[C:19]([CH3:48])[N:20]([C:39]2[CH:44]=[CH:43][C:42]([O:45][CH3:46])=[C:41]([F:47])[CH:40]=2)[C:21](=[O:38])[C:22]=1[CH2:23][C:24]1[CH:29]=[CH:28][C:27]([C:30]2[C:31]([C:36]#[N:37])=[CH:32][CH:33]=[CH:34][CH:35]=2)=[CH:26][CH:25]=1)[CH2:14][CH2:15][CH3:16]. (2) Given the product [Br:1][C:2]1[CH:3]=[CH:4][C:5]([F:32])=[C:6]([C@:8]([NH:20][CH2:21][C:22]2[CH:27]=[CH:26][C:25]([O:28][CH3:29])=[CH:24][C:23]=2[O:30][CH3:31])([CH3:19])[CH2:9][S:10][C:11]([CH3:18])([CH3:17])[C:12]([OH:14])=[O:13])[CH:7]=1, predict the reactants needed to synthesize it. The reactants are: [Br:1][C:2]1[CH:3]=[CH:4][C:5]([F:32])=[C:6]([C@:8]([NH:20][CH2:21][C:22]2[CH:27]=[CH:26][C:25]([O:28][CH3:29])=[CH:24][C:23]=2[O:30][CH3:31])([CH3:19])[CH2:9][S:10][C:11]([CH3:18])([CH3:17])[C:12]([O:14]CC)=[O:13])[CH:7]=1.[OH-].[Na+].Cl. (3) Given the product [C:14]1([NH:20][C:21]([N:11]2[CH2:12][CH2:13][CH:8]([CH2:1][C:2]3[CH:7]=[CH:6][CH:5]=[CH:4][CH:3]=3)[CH2:9][CH2:10]2)=[O:22])[CH:19]=[CH:18][CH:17]=[CH:16][CH:15]=1, predict the reactants needed to synthesize it. The reactants are: [CH2:1]([CH:8]1[CH2:13][CH2:12][NH:11][CH2:10][CH2:9]1)[C:2]1[CH:7]=[CH:6][CH:5]=[CH:4][CH:3]=1.[C:14]1([N:20]=[C:21]=[O:22])[CH:19]=[CH:18][CH:17]=[CH:16][CH:15]=1. (4) Given the product [CH:18]1([N:24]2[C:29](=[O:30])[CH2:28][C:27](=[O:32])[N:1]([CH:2]3[CH2:3][CH2:4][N:5]([C:8]([O:10][CH2:11][C:12]4[CH:17]=[CH:16][CH:15]=[CH:14][CH:13]=4)=[O:9])[CH2:6][CH2:7]3)[C:25]2=[O:26])[CH2:23][CH2:22][CH2:21][CH2:20][CH2:19]1, predict the reactants needed to synthesize it. The reactants are: [NH2:1][CH:2]1[CH2:7][CH2:6][N:5]([C:8]([O:10][CH2:11][C:12]2[CH:17]=[CH:16][CH:15]=[CH:14][CH:13]=2)=[O:9])[CH2:4][CH2:3]1.[CH:18]1([N:24]=[C:25]=[O:26])[CH2:23][CH2:22][CH2:21][CH2:20][CH2:19]1.[C:27](Cl)(=[O:32])[CH2:28][C:29](Cl)=[O:30]. (5) Given the product [CH3:1][C:2]1[N:6]([CH2:7][C:8]2[C:17]3[C:12](=[CH:13][CH:14]=[CH:15][CH:16]=3)[CH:11]=[CH:10][CH:9]=2)[C:5]2[CH:18]=[C:19]([N:26]3[CH2:31][CH2:30][O:29][CH2:28][CH2:27]3)[CH:20]=[C:21]([C:22]([OH:24])=[O:23])[C:4]=2[N:3]=1, predict the reactants needed to synthesize it. The reactants are: [CH3:1][C:2]1[N:6]([CH2:7][C:8]2[C:17]3[C:12](=[CH:13][CH:14]=[CH:15][CH:16]=3)[CH:11]=[CH:10][CH:9]=2)[C:5]2[CH:18]=[C:19]([N:26]3[CH2:31][CH2:30][O:29][CH2:28][CH2:27]3)[CH:20]=[C:21]([C:22]([O:24]C)=[O:23])[C:4]=2[N:3]=1.[Li+].[OH-].Cl. (6) Given the product [CH2:1]([O:8][CH:9]1[CH2:14][CH2:13][CH:12]([O:15][CH2:21][C:22]2[C:23]([C:30]3[C:31]([Cl:37])=[CH:32][CH:33]=[CH:34][C:35]=3[Cl:36])=[N:24][O:25][C:26]=2[CH:27]2[CH2:29][CH2:28]2)[CH2:11][C:10]1([CH3:17])[CH3:16])[C:2]1[CH:7]=[CH:6][CH:5]=[CH:4][CH:3]=1, predict the reactants needed to synthesize it. The reactants are: [CH2:1]([O:8][CH:9]1[CH2:14][CH2:13][CH:12]([OH:15])[CH2:11][C:10]1([CH3:17])[CH3:16])[C:2]1[CH:7]=[CH:6][CH:5]=[CH:4][CH:3]=1.[H-].[Na+].Cl[CH2:21][C:22]1[C:23]([C:30]2[C:35]([Cl:36])=[CH:34][CH:33]=[CH:32][C:31]=2[Cl:37])=[N:24][O:25][C:26]=1[CH:27]1[CH2:29][CH2:28]1. (7) Given the product [CH3:12][C:10]1[C:9]2[C:4](=[CH:5][CH:6]=[C:7]([CH3:13])[CH:8]=2)[N:3]=[C:2]([NH:14][C@H:15]2[C@H:19]([OH:20])[CH2:18][N:17]([C:21]([O:23][C:24]([CH3:27])([CH3:26])[CH3:25])=[O:22])[CH2:16]2)[CH:11]=1, predict the reactants needed to synthesize it. The reactants are: Cl[C:2]1[CH:11]=[C:10]([CH3:12])[C:9]2[C:4](=[CH:5][CH:6]=[C:7]([CH3:13])[CH:8]=2)[N:3]=1.[NH2:14][C@@H:15]1[CH:19]([OH:20])[CH2:18][N:17]([C:21]([O:23][C:24]([CH3:27])([CH3:26])[CH3:25])=[O:22])[CH2:16]1.O1CCOCC1.CC(C)([O-])C.[Na+].